From a dataset of Reaction yield outcomes from USPTO patents with 853,638 reactions. Predict the reaction yield, written as a fraction of the theoretical maximum amount of product (1.0 means a 100% yield; for example, 0.34 means a 34% yield). The reactants are [F:1][C:2]1[CH:7]=[CH:6][C:5]([C:8]2[O:9][C:10]3[CH:20]=[CH:19][C:18]([C:21]4[CH:22]=[C:23]([CH:27]=[CH:28][C:29]=4[O:30][CH3:31])[C:24]([OH:26])=O)=[CH:17][C:11]=3[C:12]=2[C:13](=[O:16])[NH:14][CH3:15])=[CH:4][CH:3]=1.[CH3:32][CH:33]([CH3:36])[CH2:34][NH2:35].C(N(C(C)C)C(C)C)C.CN(C(ON1N=NC2C=CC=NC1=2)=[N+](C)C)C.F[P-](F)(F)(F)(F)F. The catalyst is C(OCC)(=O)C.CN(C=O)C. The product is [F:1][C:2]1[CH:7]=[CH:6][C:5]([C:8]2[O:9][C:10]3[CH:20]=[CH:19][C:18]([C:21]4[CH:22]=[C:23]([C:24](=[O:26])[NH:35][CH2:34][CH:33]([CH3:36])[CH3:32])[CH:27]=[CH:28][C:29]=4[O:30][CH3:31])=[CH:17][C:11]=3[C:12]=2[C:13]([NH:14][CH3:15])=[O:16])=[CH:4][CH:3]=1. The yield is 0.600.